From a dataset of Forward reaction prediction with 1.9M reactions from USPTO patents (1976-2016). Predict the product of the given reaction. (1) Given the reactants Cl[C:2]1[C:3]2[CH:11]=[CH:10][NH:9][C:4]=2[N:5]=[C:6]([CH3:8])[N:7]=1.[CH3:12][Al](C)C.C(Cl)Cl.CO, predict the reaction product. The product is: [CH3:8][C:6]1[N:7]=[C:2]([CH3:12])[C:3]2[CH:11]=[CH:10][NH:9][C:4]=2[N:5]=1. (2) Given the reactants [CH3:1][C:2]([CH3:18])([CH3:17])[C:3]([O:5][C:6]1[CH:11]([OH:12])[NH:10][CH:9]=[N:8][C:7]=1[C:13]([O:15][CH3:16])=[O:14])=[O:4].[CH2:19](Br)[CH:20]=[CH2:21].C([O-])([O-])=O.[Cs+].[Cs+], predict the reaction product. The product is: [CH2:21]([N:10]1[C:11](=[O:12])[C:6]([O:5][C:3](=[O:4])[C:2]([CH3:18])([CH3:17])[CH3:1])=[C:7]([C:13]([O:15][CH3:16])=[O:14])[N:8]=[CH:9]1)[CH:20]=[CH2:19]. (3) The product is: [Cl:17][CH2:13][C:10]1[C:11]2[C:6](=[CH:5][CH:4]=[C:3]([O:2][CH3:1])[CH:12]=2)[CH:7]=[CH:8][CH:9]=1. Given the reactants [CH3:1][O:2][C:3]1[CH:12]=[C:11]2[C:6]([CH:7]=[CH:8][CH:9]=[C:10]2[CH2:13]O)=[CH:5][CH:4]=1.S(Cl)([Cl:17])=O, predict the reaction product. (4) Given the reactants [CH3:1][NH:2][C:3]([C:5]1[NH:6][C:7]2[C:12]([C:13]=1[CH:14]=[CH2:15])=[CH:11][CH:10]=[CH:9][CH:8]=2)=[O:4], predict the reaction product. The product is: [CH2:14]([C:13]1[C:12]2[C:7](=[CH:8][CH:9]=[CH:10][CH:11]=2)[NH:6][C:5]=1[C:3]([NH:2][CH3:1])=[O:4])[CH3:15].